This data is from Full USPTO retrosynthesis dataset with 1.9M reactions from patents (1976-2016). The task is: Predict the reactants needed to synthesize the given product. (1) Given the product [CH:42]([O:45][C:46]([N:14]1[CH2:15][CH2:16][CH2:17][CH:11]([N:7]([C:8](=[O:10])[CH3:9])[CH2:6][C:5]2[CH:4]=[C:3]([C:2]([F:1])([F:34])[F:35])[CH:29]=[C:28]([C:30]([F:32])([F:33])[F:31])[CH:27]=2)[C:12]2[CH:21]=[C:20]([C:22]([F:23])([F:24])[F:25])[CH:19]=[C:18]([CH3:26])[C:13]1=2)=[O:47])([CH3:44])[CH3:43], predict the reactants needed to synthesize it. The reactants are: [F:1][C:2]([F:35])([F:34])[C:3]1[CH:4]=[C:5]([CH:27]=[C:28]([C:30]([F:33])([F:32])[F:31])[CH:29]=1)[CH2:6][N:7]([CH:11]1[CH2:17][CH2:16][CH2:15][NH:14][C:13]2[C:18]([CH3:26])=[CH:19][C:20]([C:22]([F:25])([F:24])[F:23])=[CH:21][C:12]1=2)[C:8](=[O:10])[CH3:9].N1C=CC=CC=1.[CH:42]([O:45][C:46](Cl)=[O:47])([CH3:44])[CH3:43]. (2) Given the product [OH:32]/[N:29]=[C:26](\[NH:27][C:10](=[O:12])[C:9]1[CH:13]=[C:14]([O:61][CH3:60])[CH:15]=[CH:16][C:8]=1[NH:7][C:5]1[N:4]([C:17]2[CH:18]=[CH:19][CH:20]=[CH:21][CH:22]=2)[N:3]=[C:2]([CH3:1])[CH:6]=1)/[CH3:25], predict the reactants needed to synthesize it. The reactants are: [CH3:1][C:2]1[CH:6]=[C:5]([NH:7][C:8]2[CH:16]=[CH:15][CH:14]=[CH:13][C:9]=2[C:10]([OH:12])=O)[N:4]([C:17]2[CH:22]=[CH:21][CH:20]=[CH:19][CH:18]=2)[N:3]=1.C1C=[N:27][C:26]2[N:29]([OH:32])N=N[C:25]=2C=1.CCN=C=NCCCN(C)C.Cl.C(N(CC)CC)C.ONC(=N)C.CN([CH:60]=[O:61])C. (3) Given the product [Br:1][C:2]1[CH:11]=[CH:10][C:5]([C:6]([O:8][CH3:9])=[O:7])=[CH:4][C:3]=1[O:12][CH2:24][CH2:23][NH:22][C:21]([O:20][CH3:19])=[O:26], predict the reactants needed to synthesize it. The reactants are: [Br:1][C:2]1[CH:11]=[CH:10][C:5]([C:6]([O:8][CH3:9])=[O:7])=[CH:4][C:3]=1[OH:12].C(=O)([O-])[O-].[K+].[K+].[CH3:19][O:20][C:21](=[O:26])[NH:22][CH2:23][CH2:24]Br.O. (4) The reactants are: [NH2:1][C:2]1[N:7]=[CH:6][C:5]([C:8]2[C:13]([F:14])=[CH:12][C:11]([C:15]3[C:16]([SH:21])=[CH:17][CH:18]=[CH:19][CH:20]=3)=[CH:10][CH:9]=2)=[CH:4][N:3]=1.Cl[C:23]1[N:28]=[CH:27][CH:26]=[CH:25][N:24]=1.C1C=CC(P(C2C=CC=CC=2)C2C=CC=CC=2)=CC=1. Given the product [F:14][C:13]1[CH:12]=[C:11]([C:15]2[C:16]([S:21][C:23]3[N:28]=[CH:27][CH:26]=[CH:25][N:24]=3)=[CH:17][CH:18]=[CH:19][CH:20]=2)[CH:10]=[CH:9][C:8]=1[C:5]1[CH:6]=[N:7][C:2]([NH2:1])=[N:3][CH:4]=1, predict the reactants needed to synthesize it.